Dataset: Full USPTO retrosynthesis dataset with 1.9M reactions from patents (1976-2016). Task: Predict the reactants needed to synthesize the given product. Given the product [Cl:1][C:2]1[N:3]=[C:4]([N:12]2[CH2:17][CH2:16][O:15][CH2:14][CH2:13]2)[C:5]2[N:10]=[C:9]([C:26]3[CH:27]=[C:22]([NH:21][C:18](=[O:20])[CH3:19])[CH:23]=[CH:24][CH:25]=3)[S:8][C:6]=2[N:7]=1, predict the reactants needed to synthesize it. The reactants are: [Cl:1][C:2]1[N:3]=[C:4]([N:12]2[CH2:17][CH2:16][O:15][CH2:14][CH2:13]2)[C:5]2[N:10]=[C:9](I)[S:8][C:6]=2[N:7]=1.[C:18]([NH:21][C:22]1[CH:23]=[C:24](B(O)O)[CH:25]=[CH:26][CH:27]=1)(=[O:20])[CH3:19].